From a dataset of Full USPTO retrosynthesis dataset with 1.9M reactions from patents (1976-2016). Predict the reactants needed to synthesize the given product. (1) Given the product [C:5]([CH2:9][C:10]([C:16]1[CH:17]=[CH:18][C:13]([CH3:19])=[CH:14][CH:15]=1)=[O:11])([CH3:8])([CH3:7])[CH3:6], predict the reactants needed to synthesize it. The reactants are: [Cl-].[Al+3].[Cl-].[Cl-].[C:5]([CH2:9][C:10](Cl)=[O:11])([CH3:8])([CH3:7])[CH3:6].[C:13]1([CH3:19])[CH:18]=[CH:17][CH:16]=[CH:15][CH:14]=1. (2) Given the product [S:1]1[CH:5]=[CH:4][N:3]=[C:2]1[S:28]([C:18]1[CH:19]=[C:20]([CH:21]=[CH:22][CH:23]=1)[C:24]([O:26][CH3:33])=[O:25])(=[O:31])=[O:29], predict the reactants needed to synthesize it. The reactants are: [S:1]1[CH:5]=[CH:4][N:3]=[C:2]1SC1C=C(C=CC=1)C(OC)=O.Cl[C:18]1[CH:23]=[CH:22][CH:21]=[C:20]([C:24]([O:26]O)=[O:25])[CH:19]=1.[S:28]([O-:31])(O)=[O:29].[Na+].[C:33](OCC)(=O)C. (3) Given the product [CH2:24]([O:23][C:21]([C:20]1[N:10]=[N:9][N:8]([CH2:7][C:6]2[CH:5]=[CH:4][C:3]([O:2][CH3:1])=[CH:12][CH:11]=2)[C:19]=1[OH:26])=[O:22])[CH3:25], predict the reactants needed to synthesize it. The reactants are: [CH3:1][O:2][C:3]1[CH:12]=[CH:11][C:6]([CH2:7][N:8]=[N+:9]=[N-:10])=[CH:5][CH:4]=1.C(=O)([O-])[O-].[K+].[K+].[C:19](OCC)(=[O:26])[CH2:20][C:21]([O:23][CH2:24][CH3:25])=[O:22]. (4) The reactants are: [F:1][C:2]([F:13])([F:12])[C:3]1[CH:11]=[CH:10][C:6]([C:7](Cl)=[O:8])=[CH:5][CH:4]=1.[NH:14]1[CH2:24][CH2:23][CH:17]([C:18]([O:20][CH2:21][CH3:22])=[O:19])[CH2:16][CH2:15]1.C(N(CC)CC)C. Given the product [F:1][C:2]([F:13])([F:12])[C:3]1[CH:11]=[CH:10][C:6]([C:7]([N:14]2[CH2:24][CH2:23][CH:17]([C:18]([O:20][CH2:21][CH3:22])=[O:19])[CH2:16][CH2:15]2)=[O:8])=[CH:5][CH:4]=1, predict the reactants needed to synthesize it. (5) Given the product [CH3:1][S:2]([O:16][CH2:15][C@@H:14]([N:13]([CH2:6][C:7]1[CH:12]=[CH:11][CH:10]=[CH:9][CH:8]=1)[C:19]1[CH:24]=[CH:23][C:22]([C:25]([F:28])([F:27])[F:26])=[CH:21][C:20]=1[N+:29]([O-:31])=[O:30])[CH2:17][CH3:18])(=[O:4])=[O:3], predict the reactants needed to synthesize it. The reactants are: [CH3:1][S:2](Cl)(=[O:4])=[O:3].[CH2:6]([N:13]([C:19]1[CH:24]=[CH:23][C:22]([C:25]([F:28])([F:27])[F:26])=[CH:21][C:20]=1[N+:29]([O-:31])=[O:30])[C@@H:14]([CH2:17][CH3:18])[CH2:15][OH:16])[C:7]1[CH:12]=[CH:11][CH:10]=[CH:9][CH:8]=1.N1C=CC=CC=1. (6) Given the product [F:1][C@@H:2]1[CH2:6][N:5]([C:7]([O:9][C:10]([CH3:11])([CH3:12])[CH3:13])=[O:8])[C@H:4]([CH2:14][OH:15])[CH2:3]1, predict the reactants needed to synthesize it. The reactants are: [F:1][C@@H:2]1[CH2:6][N:5]([C:7]([O:9][C:10]([CH3:13])([CH3:12])[CH3:11])=[O:8])[C@H:4]([C:14](OC)=[O:15])[CH2:3]1.[BH4-].[Li+].C(O)(=O)C. (7) Given the product [C:34]([O:38][C:39]([C:41]1[CH:45]=[CH:44][S:43][C:42]=1[C:20]1[CH:21]=[CH:22][C:17]([C:14]2[CH:15]=[CH:16][C:11]([C:6]3([C:4]([O:3][CH2:1][CH3:2])=[O:5])[CH2:8][CH2:7]3)=[CH:12][CH:13]=2)=[C:18]([O:32][CH3:33])[CH:19]=1)=[O:40])([CH3:37])([CH3:36])[CH3:35], predict the reactants needed to synthesize it. The reactants are: [CH2:1]([O:3][C:4]([C:6]1([C:11]2[CH:16]=[CH:15][C:14]([C:17]3[CH:22]=[CH:21][C:20](B4OC(C)(C)C(C)(C)O4)=[CH:19][C:18]=3[O:32][CH3:33])=[CH:13][CH:12]=2)[CH2:8][CH:7]1CC)=[O:5])[CH3:2].[C:34]([O:38][C:39]([C:41]1[CH:45]=[CH:44][S:43][C:42]=1Br)=[O:40])([CH3:37])([CH3:36])[CH3:35].O.C(=O)([O-])[O-].[Na+].[Na+].